From a dataset of Full USPTO retrosynthesis dataset with 1.9M reactions from patents (1976-2016). Predict the reactants needed to synthesize the given product. (1) Given the product [F:1][C:2]1[CH:25]=[C:24]([N+:26]([O-:28])=[O:27])[CH:23]=[CH:22][C:3]=1[O:4][C:5]1[CH:10]=[CH:9][N:8]=[C:7]2[CH:11]=[C:12]([C:14]3[N:15]([CH3:21])[C:16]([CH2:19][NH:33][CH2:32][CH2:31][O:30][CH3:29])=[CH:17][N:18]=3)[S:13][C:6]=12, predict the reactants needed to synthesize it. The reactants are: [F:1][C:2]1[CH:25]=[C:24]([N+:26]([O-:28])=[O:27])[CH:23]=[CH:22][C:3]=1[O:4][C:5]1[CH:10]=[CH:9][N:8]=[C:7]2[CH:11]=[C:12]([C:14]3[N:15]([CH3:21])[C:16]([CH:19]=O)=[CH:17][N:18]=3)[S:13][C:6]=12.[CH3:29][O:30][CH2:31][CH2:32][NH2:33].C(O)(=O)C.C(O[BH-](OC(=O)C)OC(=O)C)(=O)C.[Na+]. (2) The reactants are: [CH2:1]([N:8]1[C:13](=[O:14])[N:12]([CH3:15])[C:11]2[CH:16]=[CH:17][C:18]([C:20]([OH:22])=[O:21])=[CH:19][C:10]=2[S:9]1(=[O:24])=[O:23])[C:2]1[CH:7]=[CH:6][CH:5]=[CH:4][CH:3]=1.C(Cl)(=O)C(Cl)=O.[CH2:31](O)[C:32]1[CH:37]=[CH:36][CH:35]=[CH:34][CH:33]=1.O. Given the product [CH2:31]([O:21][C:20]([C:18]1[CH:17]=[CH:16][C:11]2[N:12]([CH3:15])[C:13](=[O:14])[N:8]([CH2:1][C:2]3[CH:3]=[CH:4][CH:5]=[CH:6][CH:7]=3)[S:9](=[O:24])(=[O:23])[C:10]=2[CH:19]=1)=[O:22])[C:32]1[CH:37]=[CH:36][CH:35]=[CH:34][CH:33]=1, predict the reactants needed to synthesize it. (3) The reactants are: [C:1]1([C@H:7]2[CH2:11][O:10][C:9](=[O:12])[N:8]2[CH2:13][C:14]([OH:16])=O)[CH:6]=[CH:5][CH:4]=[CH:3][CH:2]=1.C(Cl)(=O)C([Cl:20])=O.CN(C)C=O. Given the product [C:1]1([C@H:7]2[CH2:11][O:10][C:9](=[O:12])[N:8]2[CH2:13][C:14]([Cl:20])=[O:16])[CH:6]=[CH:5][CH:4]=[CH:3][CH:2]=1, predict the reactants needed to synthesize it. (4) Given the product [O:22]=[C:11]1[CH:12]=[CH:13][C:14]2[C:19](=[CH:18][C:17]([C:20]#[N:21])=[CH:16][CH:15]=2)[N:10]1[CH2:9][CH2:8][N:5]1[CH2:6][CH2:7][CH:2]([NH:1][CH2:34][C:32]2[CH:31]=[CH:30][C:27]3[O:28][CH2:29][C:24](=[O:23])[NH:25][C:26]=3[N:33]=2)[CH2:3][CH2:4]1, predict the reactants needed to synthesize it. The reactants are: [NH2:1][CH:2]1[CH2:7][CH2:6][N:5]([CH2:8][CH2:9][N:10]2[C:19]3[C:14](=[CH:15][CH:16]=[C:17]([C:20]#[N:21])[CH:18]=3)[CH:13]=[CH:12][C:11]2=[O:22])[CH2:4][CH2:3]1.[O:23]=[C:24]1[CH2:29][O:28][C:27]2[CH:30]=[CH:31][C:32]([CH:34]=O)=[N:33][C:26]=2[NH:25]1.C(O[BH-](OC(=O)C)OC(=O)C)(=O)C.[Na+]. (5) The reactants are: [CH3:1][C:2]([CH3:31])([CH3:30])[C:3]#[C:4][C:5]1[S:9][C:8]([C:10]([OH:12])=[O:11])=[C:7]([N:13]([C@H:23]2[CH2:28][CH2:27][C@H:26]([OH:29])[CH2:25][CH2:24]2)[C:14]([C@H:16]2[CH2:21][CH2:20][C@H:19]([CH3:22])[CH2:18][CH2:17]2)=[O:15])[CH:6]=1.F[C:33]1[CH:38]=[CH:37][CH:36]=[CH:35][N:34]=1.[H-].[Na+].C(OCC)(=O)C. Given the product [CH3:31][C:2]([CH3:30])([CH3:1])[C:3]#[C:4][C:5]1[S:9][C:8]([C:10]([OH:12])=[O:11])=[C:7]([N:13]([C:14]([C@H:16]2[CH2:21][CH2:20][C@H:19]([CH3:22])[CH2:18][CH2:17]2)=[O:15])[C@H:23]2[CH2:28][CH2:27][C@H:26]([O:29][C:33]3[CH:38]=[CH:37][CH:36]=[CH:35][N:34]=3)[CH2:25][CH2:24]2)[CH:6]=1, predict the reactants needed to synthesize it. (6) Given the product [O:20]1[CH:21]=[CH:22][CH:23]=[C:19]1[C:17]([C:16]1[CH:15]=[N:14][N:13]2[C:8]([C:4]3[CH:3]=[C:2]([NH:1][C:24](=[O:31])[C:25]4[CH:30]=[CH:29][CH:28]=[CH:27][CH:26]=4)[CH:7]=[CH:6][CH:5]=3)=[CH:9][CH:10]=[N:11][C:12]=12)=[O:18], predict the reactants needed to synthesize it. The reactants are: [NH2:1][C:2]1[CH:3]=[C:4]([C:8]2[N:13]3[N:14]=[CH:15][C:16]([C:17]([C:19]4[O:20][CH:21]=[CH:22][CH:23]=4)=[O:18])=[C:12]3[N:11]=[CH:10][CH:9]=2)[CH:5]=[CH:6][CH:7]=1.[C:24](Cl)(=[O:31])[C:25]1[CH:30]=[CH:29][CH:28]=[CH:27][CH:26]=1.